Predict the reaction yield, written as a fraction of the theoretical maximum amount of product (1.0 means a 100% yield; for example, 0.34 means a 34% yield). From a dataset of Reaction yield outcomes from USPTO patents with 853,638 reactions. (1) The reactants are [F:1][C:2]1[C:15]([NH:16][CH2:17][C:18]2[CH:23]=[C:22]([C:24]3[CH:29]=[CH:28][CH:27]=[C:26]([F:30])[CH:25]=3)[CH:21]=[C:20]([F:31])[C:19]=2[CH3:32])=[C:14]([F:33])[CH:13]=[CH:12][C:3]=1[O:4][CH2:5][C:6]([O:8]C(C)C)=[O:7].[OH-].[Na+]. The catalyst is C1COCC1.CO. The product is [F:1][C:2]1[C:15]([NH:16][CH2:17][C:18]2[CH:23]=[C:22]([C:24]3[CH:29]=[CH:28][CH:27]=[C:26]([F:30])[CH:25]=3)[CH:21]=[C:20]([F:31])[C:19]=2[CH3:32])=[C:14]([F:33])[CH:13]=[CH:12][C:3]=1[O:4][CH2:5][C:6]([OH:8])=[O:7]. The yield is 0.380. (2) The reactants are [CH3:1][O:2][C:3]1[C:4]([NH:14][S:15]([C:18]2[S:19][C:20]([C:23]3[CH:28]=[CH:27][C:26]([Cl:29])=[CH:25][CH:24]=3)=[CH:21][CH:22]=2)(=[O:17])=[O:16])=[CH:5][C:6]2[CH2:12][CH2:11][NH:10][CH2:9][CH2:8][C:7]=2[CH:13]=1.[CH2:30](N(CC)CC)C.C=O.C(O[BH-](OC(=O)C)OC(=O)C)(=O)C.[Na+]. The catalyst is ClCCCl. The product is [CH3:1][O:2][C:3]1[C:4]([NH:14][S:15]([C:18]2[S:19][C:20]([C:23]3[CH:28]=[CH:27][C:26]([Cl:29])=[CH:25][CH:24]=3)=[CH:21][CH:22]=2)(=[O:16])=[O:17])=[CH:5][C:6]2[CH2:12][CH2:11][N:10]([CH3:30])[CH2:9][CH2:8][C:7]=2[CH:13]=1. The yield is 1.00. (3) The reactants are [CH3:1][S:2]([NH:5][C:6]1[CH:15]=[CH:14][CH:13]=[CH:12][C:7]=1[C:8]([O:10]C)=O)(=[O:4])=[O:3].[CH3:16][Si:17]([CH3:24])([CH3:23])[CH2:18][CH2:19][O:20][CH2:21]Cl.[H-].[Na+]. The catalyst is CN(C)C=O. The product is [O:4]=[S:2]1(=[O:3])[CH2:1][C:8](=[O:10])[C:7]2[CH:12]=[CH:13][CH:14]=[CH:15][C:6]=2[N:5]1[CH2:21][O:20][CH2:19][CH2:18][Si:17]([CH3:24])([CH3:23])[CH3:16]. The yield is 0.720.